Dataset: Catalyst prediction with 721,799 reactions and 888 catalyst types from USPTO. Task: Predict which catalyst facilitates the given reaction. (1) Reactant: [C:1]1([C:7](=O)[CH2:8][C:9]2[CH:14]=[CH:13][CH:12]=[CH:11][CH:10]=2)[CH:6]=[CH:5][CH:4]=[CH:3][CH:2]=1.[Br:16][C:17]1[CH:18]=[C:19]([CH:22]=[C:23]([O:26][CH2:27][CH3:28])[C:24]=1[OH:25])[CH:20]=O.[NH2:29][C:30]([NH2:32])=[O:31].Cl. Product: [Br:16][C:17]1[CH:18]=[C:19]([CH:20]2[C:8]([C:9]3[CH:14]=[CH:13][CH:12]=[CH:11][CH:10]=3)=[C:7]([C:1]3[CH:6]=[CH:5][CH:4]=[CH:3][CH:2]=3)[NH:32][C:30](=[O:31])[NH:29]2)[CH:22]=[C:23]([O:26][CH2:27][CH3:28])[C:24]=1[OH:25]. The catalyst class is: 14. (2) Reactant: I[C:2]1[C:6]2[C:7]([O:11][CH3:12])=[N:8][CH:9]=[CH:10][C:5]=2[N:4]([CH:13]([CH2:17][CH3:18])[CH2:14][O:15][CH3:16])[CH:3]=1.CC1(C)C(C)(C)OB([C:27]2[CH:34]=[CH:33][C:30]([C:31]#[N:32])=[CH:29][CH:28]=2)O1.C(=O)([O-])[O-].[K+].[K+]. Product: [CH3:12][O:11][C:7]1[C:6]2[C:2]([C:27]3[CH:34]=[CH:33][C:30]([C:31]#[N:32])=[CH:29][CH:28]=3)=[CH:3][N:4]([CH:13]([CH2:17][CH3:18])[CH2:14][O:15][CH3:16])[C:5]=2[CH:10]=[CH:9][N:8]=1. The catalyst class is: 339. (3) Reactant: [NH2:1][C:2]1[CH:7]=[CH:6][C:5]([C@H:8]2[N:16]3[C@@H:11]([CH2:12][CH2:13][CH2:14][CH2:15]3)[CH2:10][CH2:9]2)=[CH:4][CH:3]=1.Cl.CN(C)CCCN=C=NCC.O[N:30]1[C:34]2[CH:35]=[CH:36][CH:37]=[CH:38]C=2N=N1.N1([CH2:45][CH2:46][C:47](O)=[O:48])CCCCC1. Product: [NH:30]1[CH2:34][CH2:35][CH2:36][CH:37]([N:1]([C:2]2[CH:7]=[CH:6][C:5]([C@H:8]3[N:16]4[C@@H:11]([CH2:12][CH2:13][CH2:14][CH2:15]4)[CH2:10][CH2:9]3)=[CH:4][CH:3]=2)[C:47](=[O:48])[CH2:46][CH3:45])[CH2:38]1. The catalyst class is: 4. (4) Reactant: [O-]CC.[Na+].[Cl:5][C:6]1[CH:11]=[CH:10][C:9]([SH:12])=[CH:8][CH:7]=1.Br[CH2:14][C:15]([C:17]1[CH:22]=[CH:21][C:20]([S:23][CH3:24])=[CH:19][CH:18]=1)=[O:16]. Product: [Cl:5][C:6]1[CH:11]=[CH:10][C:9]([S:12][CH2:14][C:15]([C:17]2[CH:22]=[CH:21][C:20]([S:23][CH3:24])=[CH:19][CH:18]=2)=[O:16])=[CH:8][CH:7]=1. The catalyst class is: 8. (5) Reactant: C(OC([N:8]1[CH2:13][CH2:12][N:11]([C:14]2[C:18]([Cl:19])=[N:17][S:16][N:15]=2)[CH2:10][CH2:9]1)=O)(C)(C)C. Product: [ClH:19].[Cl:19][C:18]1[C:14]([N:11]2[CH2:10][CH2:9][NH:8][CH2:13][CH2:12]2)=[N:15][S:16][N:17]=1. The catalyst class is: 89.